This data is from Reaction yield outcomes from USPTO patents with 853,638 reactions. The task is: Predict the reaction yield, written as a fraction of the theoretical maximum amount of product (1.0 means a 100% yield; for example, 0.34 means a 34% yield). (1) The reactants are [C:1]([O:5][C:6]([N:8]1[C:16]2[C:11](=[C:12]([N:17]3[CH2:22][CH2:21][N:20]([C:23]([O:25][C:26]([CH3:29])([CH3:28])[CH3:27])=[O:24])[CH2:19][CH2:18]3)[CH:13]=[CH:14][CH:15]=2)[CH:10]=[CH:9]1)=[O:7])([CH3:4])([CH3:3])[CH3:2].[Li]C(C)(C)C.[F:35][C:36]1[CH:41]=[CH:40][CH:39]=[CH:38][C:37]=1[S:42](F)(=[O:44])=[O:43]. The catalyst is C1COCC1. The product is [C:1]([O:5][C:6]([N:8]1[C:16]2[C:11](=[C:12]([N:17]3[CH2:18][CH2:19][N:20]([C:23]([O:25][C:26]([CH3:29])([CH3:28])[CH3:27])=[O:24])[CH2:21][CH2:22]3)[CH:13]=[CH:14][CH:15]=2)[CH:10]=[C:9]1[S:42]([C:37]1[CH:38]=[CH:39][CH:40]=[CH:41][C:36]=1[F:35])(=[O:44])=[O:43])=[O:7])([CH3:4])([CH3:3])[CH3:2]. The yield is 0.430. (2) The reactants are C(N(C(C)C)C(C)C)C.[F:10][C:11]1[CH:16]=[CH:15][CH:14]=[CH:13][C:12]=1[N:17]1[C:25]2[C:20](=[C:21]([N:26]3[CH2:30][CH2:29][N:28]([CH2:31][C:32](O)=[O:33])[C:27]3=[O:35])[CH:22]=[CH:23][CH:24]=2)[CH:19]=[N:18]1.[F:36][C:37]1[CH:42]=[CH:41][C:40]([F:43])=[CH:39][C:38]=1[C@H:44]1[CH2:48][C@H:47]([F:49])[CH2:46][NH:45]1.CN(C(ON1N=NC2C=CC=NC1=2)=[N+](C)C)C.F[P-](F)(F)(F)(F)F. The catalyst is O1CCCC1. The product is [F:36][C:37]1[CH:42]=[CH:41][C:40]([F:43])=[CH:39][C:38]=1[C@H:44]1[CH2:48][C@H:47]([F:49])[CH2:46][N:45]1[C:32](=[O:33])[CH2:31][N:28]1[CH2:29][CH2:30][N:26]([C:21]2[CH:22]=[CH:23][CH:24]=[C:25]3[C:20]=2[CH:19]=[N:18][N:17]3[C:12]2[CH:13]=[CH:14][CH:15]=[CH:16][C:11]=2[F:10])[C:27]1=[O:35]. The yield is 0.660. (3) The reactants are [F:1][C:2]([F:13])([F:12])[O:3][C:4]1[CH:11]=[CH:10][C:7]([CH:8]=O)=[CH:6][CH:5]=1.[NH2:14][C:15]1[N:16]=[N:17][C:18]([CH3:21])=[CH:19][CH:20]=1.C([O:24][C:25](=O)[C:26]([OH:36])=[CH:27][C:28]([C:30]1[S:31][C:32]([CH3:35])=[CH:33][N:34]=1)=[O:29])C. No catalyst specified. The yield is 0.0600. The product is [OH:36][C:26]1[C:25](=[O:24])[N:14]([C:15]2[N:16]=[N:17][C:18]([CH3:21])=[CH:19][CH:20]=2)[CH:8]([C:7]2[CH:10]=[CH:11][C:4]([O:3][C:2]([F:13])([F:12])[F:1])=[CH:5][CH:6]=2)[C:27]=1[C:28]([C:30]1[S:31][C:32]([CH3:35])=[CH:33][N:34]=1)=[O:29]. (4) The reactants are Br[C:2]1[C:19]([N+:20]([O-:22])=[O:21])=[CH:18][C:17]([N+:23]([O-:25])=[O:24])=[CH:16][C:3]=1[C:4]([NH:6][CH2:7][CH2:8][O:9][CH:10]1[CH2:15][CH2:14][CH2:13][CH2:12][O:11]1)=[O:5].[N:26]1([CH2:29][CH2:30][OH:31])[CH2:28][CH2:27]1.[Na+].[Br-:33]. The catalyst is C1COCC1. The product is [Br:33][CH2:28][CH2:27][N:26]([CH2:29][CH2:30][OH:31])[C:2]1[C:19]([N+:20]([O-:22])=[O:21])=[CH:18][C:17]([N+:23]([O-:25])=[O:24])=[CH:16][C:3]=1[C:4]([NH:6][CH2:7][CH2:8][O:9][CH:10]1[CH2:15][CH2:14][CH2:13][CH2:12][O:11]1)=[O:5]. The yield is 0.810.